From a dataset of Full USPTO retrosynthesis dataset with 1.9M reactions from patents (1976-2016). Predict the reactants needed to synthesize the given product. (1) The reactants are: [F:1][C:2]1[CH:9]=[C:8]([CH3:10])[CH:7]=[CH:6][C:3]=1[CH:4]=[O:5].[C:11]1([Mg]Br)[CH:16]=[CH:15][CH:14]=[CH:13][CH:12]=1. Given the product [F:1][C:2]1[CH:9]=[C:8]([CH3:10])[CH:7]=[CH:6][C:3]=1[CH:4]([C:11]1[CH:16]=[CH:15][CH:14]=[CH:13][CH:12]=1)[OH:5], predict the reactants needed to synthesize it. (2) Given the product [CH3:27][O:28][C:29]([C:22]1[CH2:23][CH2:24][CH2:25][N:20]([C:14]2[CH:15]=[CH:16][C:17]([Cl:19])=[CH:18][C:13]=2[Cl:12])[C:21]=1[S:26][CH3:5])=[O:30], predict the reactants needed to synthesize it. The reactants are: C([Mg]Br)C.[CH:5](NC(C)C)(C)C.[Cl:12][C:13]1[CH:18]=[C:17]([Cl:19])[CH:16]=[CH:15][C:14]=1[N:20]1[CH2:25][CH2:24][CH2:23][CH2:22][C:21]1=[S:26].[CH3:27][O:28][C:29](=O)[O:30]C.Cl. (3) Given the product [OH:7][NH:6][C:4](=[O:5])[C@:3]([CH3:2])([S:29]([CH3:32])(=[O:31])=[O:30])[CH2:14][CH2:15][N:16]1[CH:21]=[CH:20][C:19]([C:22]2[CH:23]=[CH:24][CH:25]=[CH:26][CH:27]=2)=[CH:18][C:17]1=[O:28], predict the reactants needed to synthesize it. The reactants are: Cl.[CH3:2][C@@:3]([S:29]([CH3:32])(=[O:31])=[O:30])([CH2:14][CH2:15][N:16]1[CH:21]=[CH:20][C:19]([C:22]2[CH:27]=[CH:26][CH:25]=[CH:24][CH:23]=2)=[CH:18][C:17]1=[O:28])[C:4]([NH:6][O:7]C1CCCCO1)=[O:5]. (4) Given the product [OH:27][S:25]([C:28]([F:31])([F:30])[F:29])(=[O:26])=[O:24].[C:1]([O:5][C:6]([N:8]1[CH2:13][CH2:12][N:11]([S:14]([N:17]2[CH:21]=[CH:20][N:19]=[C:18]2[CH3:22])(=[O:16])=[O:15])[CH2:10][CH2:9]1)=[O:7])([CH3:4])([CH3:3])[CH3:2], predict the reactants needed to synthesize it. The reactants are: [C:1]([O:5][C:6]([N:8]1[CH2:13][CH2:12][N:11]([S:14]([N:17]2[CH:21]=[CH:20][N:19]=[C:18]2[CH3:22])(=[O:16])=[O:15])[CH2:10][CH2:9]1)=[O:7])([CH3:4])([CH3:3])[CH3:2].C[O:24][S:25]([C:28]([F:31])([F:30])[F:29])(=[O:27])=[O:26].